Task: Predict which catalyst facilitates the given reaction.. Dataset: Catalyst prediction with 721,799 reactions and 888 catalyst types from USPTO (1) Reactant: [Br:1][C:2]1[CH:3]=[C:4]([C:10]([CH3:13])([CH3:12])[CH3:11])[CH:5]=[C:6]([CH:8]=[O:9])[CH:7]=1.[CH3:14][Mg]Br.[Cl-].[NH4+]. Product: [Br:1][C:2]1[CH:7]=[C:6]([CH:8]([OH:9])[CH3:14])[CH:5]=[C:4]([C:10]([CH3:13])([CH3:12])[CH3:11])[CH:3]=1. The catalyst class is: 27. (2) Reactant: [Cl:1][C:2]1[CH:18]=[CH:17][C:16]([C:19]([F:22])([F:21])[F:20])=[CH:15][C:3]=1[C:4]([NH:6][C@H:7]1[CH2:12][CH2:11][C@H:10]([CH2:13][OH:14])[CH2:9][CH2:8]1)=[O:5].N1C=CC=CC=1.[S:29](O[S:29]([C:32]([F:35])([F:34])[F:33])(=[O:31])=[O:30])([C:32]([F:35])([F:34])[F:33])(=[O:31])=[O:30]. Product: [Cl:1][C:2]1[CH:18]=[CH:17][C:16]([C:19]([F:20])([F:21])[F:22])=[CH:15][C:3]=1[C:4]([NH:6][C@H:7]1[CH2:12][CH2:11][C@H:10]([CH2:13][O:14][S:29]([C:32]([F:35])([F:34])[F:33])(=[O:31])=[O:30])[CH2:9][CH2:8]1)=[O:5]. The catalyst class is: 2. (3) The catalyst class is: 6. Reactant: Cl[C:2]1[CH:7]=[CH:6][C:5]([N+:8]([O-:10])=[O:9])=[CH:4][N:3]=1.CC(N)C(C)[NH2:14].[CH2:17]([N:19]([CH2:22]C)[CH2:20]C)[CH3:18].C(#N)C. Product: [CH3:20][N:19]([CH3:22])[CH2:17][CH2:18][NH:14][C:2]1[CH:7]=[CH:6][C:5]([N+:8]([O-:10])=[O:9])=[CH:4][N:3]=1. (4) Reactant: [C:1]([O:4][CH2:5][C:6]1[CH:7]=[C:8]([O:17][CH2:18][CH2:19][C:20]2([CH2:26][CH2:27][OH:28])[CH2:25][CH2:24][CH2:23][CH2:22][CH2:21]2)[CH:9]=[C:10]([CH2:12][O:13][C:14](=[O:16])[CH3:15])[CH:11]=1)(=[O:3])[CH3:2].IC1C=CC=CC=1.C(O)(=O)C.C(O)(=O)C.C(OCC)C. Product: [C:1]([O:4][CH2:5][C:6]1[CH:7]=[C:8]([O:17][CH2:18][CH2:19][C:20]2([CH2:26][CH:27]=[O:28])[CH2:25][CH2:24][CH2:23][CH2:22][CH2:21]2)[CH:9]=[C:10]([CH2:12][O:13][C:14](=[O:16])[CH3:15])[CH:11]=1)(=[O:3])[CH3:2]. The catalyst class is: 4. (5) Reactant: [NH2:1][C:2]1[CH:14]=[C:13]([F:15])[C:5]([C:6]([O:8]C(C)(C)C)=[O:7])=[C:4]([F:16])[CH:3]=1.[CH:17]([C:19]1[CH:24]=[CH:23][C:22]([S:25](Cl)(=[O:27])=[O:26])=[CH:21][CH:20]=1)=[O:18].N1C=CC=CC=1. Product: [F:16][C:4]1[CH:3]=[C:2]([NH:1][S:25]([C:22]2[CH:21]=[CH:20][C:19]([CH:17]=[O:18])=[CH:24][CH:23]=2)(=[O:27])=[O:26])[CH:14]=[C:13]([F:15])[C:5]=1[C:6]([OH:8])=[O:7]. The catalyst class is: 4. (6) Reactant: [CH:1]([C:4]1[N:5]=[C:6](/[CH:9]=[CH:10]/[C:11]2[CH:37]=[CH:36][N:14]3[C:15](=[O:35])[C:16](/[CH:26]=[CH:27]/[C:28]([O:30]C(C)(C)C)=[O:29])=[C:17]([O:19][CH2:20][CH:21]4[CH2:25][CH2:24][O:23][CH2:22]4)[N:18]=[C:13]3[CH:12]=2)[S:7][CH:8]=1)([CH3:3])[CH3:2].C(C1N=C(CCC2C=CN3C(=O)C(/C=C/C4NN=NN=4)=C(OCC4CCOC4)N=C3C=2)SC=1)(C)C.Cl. Product: [CH:1]([C:4]1[N:5]=[C:6](/[CH:9]=[CH:10]/[C:11]2[CH:37]=[CH:36][N:14]3[C:15](=[O:35])[C:16](/[CH:26]=[CH:27]/[C:28]([OH:30])=[O:29])=[C:17]([O:19][CH2:20][CH:21]4[CH2:25][CH2:24][O:23][CH2:22]4)[N:18]=[C:13]3[CH:12]=2)[S:7][CH:8]=1)([CH3:3])[CH3:2]. The catalyst class is: 12.